Dataset: NCI-60 drug combinations with 297,098 pairs across 59 cell lines. Task: Regression. Given two drug SMILES strings and cell line genomic features, predict the synergy score measuring deviation from expected non-interaction effect. (1) Drug 1: CC12CCC3C(C1CCC2=O)CC(=C)C4=CC(=O)C=CC34C. Drug 2: C(CCl)NC(=O)N(CCCl)N=O. Cell line: ACHN. Synergy scores: CSS=25.5, Synergy_ZIP=0.636, Synergy_Bliss=0.283, Synergy_Loewe=-0.715, Synergy_HSA=-1.30. (2) Drug 1: CS(=O)(=O)CCNCC1=CC=C(O1)C2=CC3=C(C=C2)N=CN=C3NC4=CC(=C(C=C4)OCC5=CC(=CC=C5)F)Cl. Drug 2: COCCOC1=C(C=C2C(=C1)C(=NC=N2)NC3=CC=CC(=C3)C#C)OCCOC. Cell line: SK-OV-3. Synergy scores: CSS=54.7, Synergy_ZIP=-2.87, Synergy_Bliss=-1.14, Synergy_Loewe=4.98, Synergy_HSA=7.82. (3) Drug 1: C1CC(=O)NC(=O)C1N2CC3=C(C2=O)C=CC=C3N. Drug 2: CC(C1=C(C=CC(=C1Cl)F)Cl)OC2=C(N=CC(=C2)C3=CN(N=C3)C4CCNCC4)N. Cell line: NCI-H226. Synergy scores: CSS=1.27, Synergy_ZIP=-2.23, Synergy_Bliss=-5.65, Synergy_Loewe=-8.84, Synergy_HSA=-5.78. (4) Drug 1: CC(C1=C(C=CC(=C1Cl)F)Cl)OC2=C(N=CC(=C2)C3=CN(N=C3)C4CCNCC4)N. Drug 2: C1=NC2=C(N1)C(=S)N=CN2. Cell line: NCI-H522. Synergy scores: CSS=13.6, Synergy_ZIP=-11.3, Synergy_Bliss=-17.4, Synergy_Loewe=-30.2, Synergy_HSA=-17.7. (5) Drug 1: C1CCC(C1)C(CC#N)N2C=C(C=N2)C3=C4C=CNC4=NC=N3. Drug 2: C1C(C(OC1N2C=NC(=NC2=O)N)CO)O. Cell line: DU-145. Synergy scores: CSS=7.58, Synergy_ZIP=-4.16, Synergy_Bliss=1.23, Synergy_Loewe=0.108, Synergy_HSA=1.79.